Dataset: Forward reaction prediction with 1.9M reactions from USPTO patents (1976-2016). Task: Predict the product of the given reaction. Given the reactants [Cl:1][C:2]1[N:7]=[C:6]([CH:8]2[CH2:16][C:15]3[C:10](=[CH:11][CH:12]=[CH:13][C:14]=3[F:17])[NH:9]2)[C:5]([OH:18])=[CH:4][CH:3]=1.[CH2:19]([O:21][C:22](=[O:25])[CH:23]=O)[CH3:20].S(O)(C)(=O)=O, predict the reaction product. The product is: [Cl:1][C:2]1[CH:3]=[CH:4][C:5]2[O:18][CH:23]([C:22]([O:21][CH2:19][CH3:20])=[O:25])[N:9]3[C:10]4[CH:11]=[CH:12][CH:13]=[C:14]([F:17])[C:15]=4[CH2:16][CH:8]3[C:6]=2[N:7]=1.